This data is from Reaction yield outcomes from USPTO patents with 853,638 reactions. The task is: Predict the reaction yield, written as a fraction of the theoretical maximum amount of product (1.0 means a 100% yield; for example, 0.34 means a 34% yield). (1) The reactants are [Br:1][C:2]1[CH:7]=[CH:6][C:5]([CH2:8]Br)=[CH:4][CH:3]=1.[Mg].[CH3:11][C:12](=[C:14]([C:20]([O:22][CH2:23][CH3:24])=[O:21])[C:15]([O:17][CH2:18][CH3:19])=[O:16])[CH3:13]. The catalyst is C(OCC)C.[Cu]Cl. The product is [Br:1][C:2]1[CH:7]=[CH:6][C:5]([CH2:8][C:12]([CH:14]([C:20]([O:22][CH2:23][CH3:24])=[O:21])[C:15]([O:17][CH2:18][CH3:19])=[O:16])([CH3:11])[CH3:13])=[CH:4][CH:3]=1. The yield is 0.543. (2) The yield is 0.210. No catalyst specified. The reactants are C[Si](C)(C)[N-][Si](C)(C)C.[Na+].Cl[CH2:12][C:13]1[N:14]=[C:15]([NH2:18])[S:16][CH:17]=1.[CH3:19][OH:20]. The product is [CH3:19][O:20][CH2:12][C:13]1[N:14]=[C:15]([NH2:18])[S:16][CH:17]=1. (3) The product is [S:8]1[CH2:9][CH:7]=[C:1]2[CH2:6][CH2:5][CH2:4][CH2:3][CH:2]12. The catalyst is C1C=CC=CC=1. The yield is 0.350. The reactants are [C:1]1([CH:7]2[CH2:9][S:8]2)[CH2:6][CH2:5][CH2:4][CH2:3][CH:2]=1. (4) The reactants are Br[C:2]1[CH:3]=[N:4][C:5]([N:8]2[CH2:12][CH2:11][CH2:10][C@H:9]2[C:13]([F:16])([F:15])[F:14])=[N:6][CH:7]=1.[B:17]1([B:17]2[O:21][C:20]([CH3:23])([CH3:22])[C:19]([CH3:25])([CH3:24])[O:18]2)[O:21][C:20]([CH3:23])([CH3:22])[C:19]([CH3:25])([CH3:24])[O:18]1.C([O-])(=O)C.[K+]. The catalyst is Cl[Pd](Cl)([P](C1C=CC=CC=1)(C1C=CC=CC=1)C1C=CC=CC=1)[P](C1C=CC=CC=1)(C1C=CC=CC=1)C1C=CC=CC=1. The product is [CH3:24][C:19]1([CH3:25])[C:20]([CH3:23])([CH3:22])[O:21][B:17]([C:2]2[CH:3]=[N:4][C:5]([N:8]3[CH2:12][CH2:11][CH2:10][C@H:9]3[C:13]([F:16])([F:15])[F:14])=[N:6][CH:7]=2)[O:18]1. The yield is 0.790. (5) The reactants are [O:1]=[C:2]1[CH2:11][CH2:10][C:9]2[C:4](=[CH:5][CH:6]=[C:7]([O:12][CH2:13][C:14]([OH:16])=O)[CH:8]=2)[NH:3]1.C1C=CC2N(O)N=NC=2C=1.C(Cl)CCl.CCN(C(C)C)C(C)C.[Cl:40][C:41]1[CH:42]=[C:43]([NH:48]/[C:49](/[NH2:52])=[N:50]/O)[CH:44]=[CH:45][C:46]=1[Cl:47].S([O-])([O-])(=O)=O.[Na+].[Na+]. The catalyst is CN(C=O)C. The product is [Cl:40][C:41]1[CH:42]=[C:43]([NH:48][C:49]2[N:52]=[C:14]([CH2:13][O:12][C:7]3[CH:8]=[C:9]4[C:4](=[CH:5][CH:6]=3)[NH:3][C:2](=[O:1])[CH2:11][CH2:10]4)[O:16][N:50]=2)[CH:44]=[CH:45][C:46]=1[Cl:47]. The yield is 0.0700. (6) The reactants are [Cl:1][C:2]1[CH:7]=[C:6]([Cl:8])[CH:5]=[CH:4][C:3]=1[C:9]1[O:13][N:12]=[CH:11][C:10]=1[C:14](OCC)=[O:15].[H-].C([Al+]CC(C)C)C(C)C.Cl. The catalyst is O1CCCC1. The product is [Cl:1][C:2]1[CH:7]=[C:6]([Cl:8])[CH:5]=[CH:4][C:3]=1[C:9]1[O:13][N:12]=[CH:11][C:10]=1[CH2:14][OH:15]. The yield is 0.960. (7) The catalyst is CCCCCC. The yield is 0.720. The reactants are C(O[C:4](=[O:20])[C:5](=[CH:11][NH:12][C:13]1[CH2:18][CH2:17][CH2:16][C:15](=[O:19])[CH:14]=1)[C:6]([O:8][CH2:9][CH3:10])=[O:7])C.C1(OC2C=CC=CC=2)C=CC=CC=1. The product is [CH2:9]([O:8][C:6]([C:5]1[C:4](=[O:20])[C:14]2[C:15](=[O:19])[CH2:16][CH2:17][CH2:18][C:13]=2[NH:12][CH:11]=1)=[O:7])[CH3:10]. (8) The reactants are O[CH:2]=[C:3]1[C:11]2[C:6](=[CH:7][C:8]([C:12]([C:14]3[CH:15]=[C:16]([NH:20][C:21](=[O:23])[CH3:22])[CH:17]=[CH:18][CH:19]=3)=[O:13])=[CH:9][CH:10]=2)[NH:5][C:4]1=[O:24].[NH2:25][C:26]1[CH:27]=[CH:28][C:29]([O:33][CH3:34])=[C:30]([OH:32])[CH:31]=1. The catalyst is C1COCC1. The product is [OH:32][C:30]1[CH:31]=[C:26]([NH:25][CH:2]=[C:3]2[C:11]3[C:6](=[CH:7][C:8]([C:12]([C:14]4[CH:15]=[C:16]([NH:20][C:21](=[O:23])[CH3:22])[CH:17]=[CH:18][CH:19]=4)=[O:13])=[CH:9][CH:10]=3)[NH:5][C:4]2=[O:24])[CH:27]=[CH:28][C:29]=1[O:33][CH3:34]. The yield is 0.730.